This data is from Orexin1 receptor HTS with 218,158 compounds and 233 confirmed actives. The task is: Binary Classification. Given a drug SMILES string, predict its activity (active/inactive) in a high-throughput screening assay against a specified biological target. (1) The compound is s1cc(CC(=O)Nc2c(cc3OCOc3c2)C(=O)C)cc1. The result is 0 (inactive). (2) The molecule is o1c(C(=O)Nc2c(cc([N+]([O-])=O)cc2)C)ccc1. The result is 0 (inactive). (3) The drug is S(=O)(=O)(N1CCCCC1)c1cc(ccc1)C(=O)Nc1sc(SCC(=O)N)nn1. The result is 0 (inactive). (4) The compound is S(=O)(=O)(N1CCCC1)c1cc(ccc1)C(=O)NN\C=C1\C=C(OCC)C(=O)C=C1. The result is 0 (inactive). (5) The molecule is o\1c2c(cc(c1=N/c1ccc(cc1)C(O)=O)C(=O)NCc1occc1)ccc(OC)c2. The result is 0 (inactive). (6) The molecule is O(C(C)(C)C)C(=O)CC(CC=C)C(OCCNC(=O)C(CC(=O)N(Cc1ccccc1)CCO)CC=C)=O. The result is 0 (inactive).